This data is from Catalyst prediction with 721,799 reactions and 888 catalyst types from USPTO. The task is: Predict which catalyst facilitates the given reaction. (1) The catalyst class is: 51. Reactant: [F:1][C:2]1[CH:3]=[CH:4][C:5]2[N:9]=[C:8]([C@@H:10]([NH2:12])[CH3:11])[N:7]([C:13]3[CH:18]=[CH:17][CH:16]=[C:15]([F:19])[CH:14]=3)[C:6]=2[CH:20]=1.Cl[C:22]1[N:30]=[CH:29][N:28]=[C:27]2[C:23]=1[N:24]=[CH:25][N:26]2C1CCCCO1.CCN(C(C)C)C(C)C. Product: [F:1][C:2]1[CH:3]=[CH:4][C:5]2[N:9]=[C:8]([C@@H:10]([NH:12][C:22]3[N:30]=[CH:29][N:28]=[C:27]4[C:23]=3[N:24]=[CH:25][NH:26]4)[CH3:11])[N:7]([C:13]3[CH:18]=[CH:17][CH:16]=[C:15]([F:19])[CH:14]=3)[C:6]=2[CH:20]=1. (2) Reactant: C1(C)C=CC(S(O[CH:11]([CH3:18])[CH2:12][CH2:13][O:14][C:15](=[O:17])[CH3:16])(=O)=O)=CC=1.[OH:20][C:21]1[CH:26]=[CH:25][C:24]([O:27][C:28]([F:31])([F:30])[F:29])=[CH:23][C:22]=1[C:32]([C:34]1[CH:39]=[CH:38][CH:37]=[CH:36][CH:35]=1)=[O:33].C(=O)([O-])[O-].[Cs+].[Cs+]. Product: [C:32]([C:22]1[CH:23]=[C:24]([O:27][C:28]([F:29])([F:30])[F:31])[CH:25]=[CH:26][C:21]=1[O:20][CH:11]([CH3:18])[CH2:12][CH2:13][O:14][C:15](=[O:17])[CH3:16])(=[O:33])[C:34]1[CH:35]=[CH:36][CH:37]=[CH:38][CH:39]=1. The catalyst class is: 369. (3) Reactant: [Cl:1][CH2:2][C:3]1[CH:8]=[CH:7][N:6]=[C:5]([N:9](S(C)(=O)=O)[S:10]([CH3:13])(=[O:12])=[O:11])[CH:4]=1.[OH-].[Na+].Cl. Product: [Cl:1][CH2:2][C:3]1[CH:8]=[CH:7][N:6]=[C:5]([NH:9][S:10]([CH3:13])(=[O:11])=[O:12])[CH:4]=1. The catalyst class is: 5.